This data is from Catalyst prediction with 721,799 reactions and 888 catalyst types from USPTO. The task is: Predict which catalyst facilitates the given reaction. (1) Reactant: [C:1]([O:5][C:6]([NH:8][C@@H:9]1[C:23](=[O:24])[N:22]2[CH2:25][C@H:26]([OH:28])[CH2:27][C@H:21]2[C:20](=[O:29])[NH:19][C@:18]2([C:31]([O:33][CH2:34][CH3:35])=[O:32])[CH2:30][C@H:17]2[CH:16]=[CH:15][CH2:14][CH2:13][O:12][CH2:11][CH2:10]1)=[O:7])([CH3:4])([CH3:3])[CH3:2].N1([C:41]([N:43]2[CH:47]=[CH:46]N=[CH:44]2)=[O:42])C=CN=C1.C(N(C(C)C)C(C)C)C.Cl.[F:58][C:59]1[CH:67]=CC=[C:64]2[C:60]=1CN[CH2:63]2. Product: [C:1]([O:5][C:6]([NH:8][C@@H:9]1[C:23](=[O:24])[N:22]2[CH2:25][C@H:26]([O:28][C:41]([N:43]3[CH2:44][C:67]4[C:46](=[CH:63][CH:64]=[CH:60][C:59]=4[F:58])[CH2:47]3)=[O:42])[CH2:27][C@H:21]2[C:20](=[O:29])[NH:19][C@:18]2([C:31]([O:33][CH2:34][CH3:35])=[O:32])[CH2:30][C@H:17]2[CH:16]=[CH:15][CH2:14][CH2:13][O:12][CH2:11][CH2:10]1)=[O:7])([CH3:4])([CH3:3])[CH3:2]. The catalyst class is: 11. (2) Reactant: [Cl:1][C:2]1[C:10]2[C:5](=[N:6][CH:7]=[C:8]([NH2:11])[N:9]=2)[N:4]([CH2:12][O:13][CH2:14][CH2:15][Si:16]([CH3:19])([CH3:18])[CH3:17])[CH:3]=1.[CH:20]1([N:26]=[C:27]=[O:28])[CH2:25][CH2:24][CH2:23][CH2:22][CH2:21]1. Product: [CH:20]1([NH:26][C:27]([NH:11][C:8]2[N:9]=[C:10]3[C:2]([Cl:1])=[CH:3][N:4]([CH2:12][O:13][CH2:14][CH2:15][Si:16]([CH3:19])([CH3:18])[CH3:17])[C:5]3=[N:6][CH:7]=2)=[O:28])[CH2:25][CH2:24][CH2:23][CH2:22][CH2:21]1. The catalyst class is: 26. (3) Reactant: S(C1C=CC(C)=CC=1)(O[CH2:5][CH2:6][C:7]1[CH:12]=[CH:11][C:10]([O:13][CH3:14])=[CH:9][CH:8]=1)(=O)=O.C(=O)([O-])[O-].[Na+].[Na+].[I-].[Na+].[N+:30]([C:33]1[CH:46]=[CH:45][C:36]([C:37]([O:39][C@H:40]2[CH2:44][CH2:43][NH:42][CH2:41]2)=[O:38])=[CH:35][CH:34]=1)([O-:32])=[O:31]. Product: [N+:30]([C:33]1[CH:46]=[CH:45][C:36]([C:37]([O:39][C@H:40]2[CH2:44][CH2:43][N:42]([CH2:5][CH2:6][C:7]3[CH:8]=[CH:9][C:10]([O:13][CH3:14])=[CH:11][CH:12]=3)[CH2:41]2)=[O:38])=[CH:35][CH:34]=1)([O-:32])=[O:31]. The catalyst class is: 10. (4) Reactant: [C:1]([O:4][C:5]1[CH:10]=[CH:9][C:8]([NH:11][C:12](=[O:14])[CH3:13])=[C:7]([NH2:15])[CH:6]=1)(=[O:3])[CH3:2].Br[CH2:17][C:18]1[CH:23]=[CH:22][C:21]([C:24]2[CH:29]=[CH:28][CH:27]=[CH:26][CH:25]=2)=[CH:20][C:19]=1[Cl:30].C(=O)([O-])[O-].[K+].[K+]. Product: [C:1]([O:4][C:5]1[CH:10]=[CH:9][C:8]([NH:11][C:12](=[O:14])[CH3:13])=[C:7]([NH:15][CH2:17][C:18]2[CH:23]=[CH:22][C:21]([C:24]3[CH:29]=[CH:28][CH:27]=[CH:26][CH:25]=3)=[CH:20][C:19]=2[Cl:30])[CH:6]=1)(=[O:3])[CH3:2]. The catalyst class is: 9. (5) Reactant: Cl[C:2]1[C:7]([N+:8]([O-:10])=[O:9])=[CH:6][CH:5]=[C:4]([Cl:11])[N:3]=1.[Cl:12][C:13]1[CH:18]=[C:17]([Cl:19])[CH:16]=[CH:15][C:14]=1B(O)O.C([O-])([O-])=O.[Na+].[Na+]. Product: [Cl:12][C:13]1[CH:18]=[C:17]([Cl:19])[CH:16]=[CH:15][C:14]=1[C:2]1[C:7]([N+:8]([O-:10])=[O:9])=[CH:6][CH:5]=[C:4]([Cl:11])[N:3]=1. The catalyst class is: 1.